Dataset: Forward reaction prediction with 1.9M reactions from USPTO patents (1976-2016). Task: Predict the product of the given reaction. (1) Given the reactants [C:1]([O:5][C:6]([N:8]1[CH2:12][CH2:11][CH2:10][C@H:9]1[CH2:13][NH:14][C:15]1[C:16]([O:27][C:28]2[CH:33]=[CH:32][C:31]([C:34]([O:36]CC)=[O:35])=[CH:30][CH:29]=2)=[N:17][C:18]([C:21]2[CH:22]=[N:23][CH:24]=[CH:25][CH:26]=2)=[N:19][CH:20]=1)=[O:7])([CH3:4])([CH3:3])[CH3:2].[OH-].[Na+].Cl, predict the reaction product. The product is: [C:1]([O:5][C:6]([N:8]1[CH2:12][CH2:11][CH2:10][C@H:9]1[CH2:13][NH:14][C:15]1[C:16]([O:27][C:28]2[CH:33]=[CH:32][C:31]([C:34]([OH:36])=[O:35])=[CH:30][CH:29]=2)=[N:17][C:18]([C:21]2[CH:22]=[N:23][CH:24]=[CH:25][CH:26]=2)=[N:19][CH:20]=1)=[O:7])([CH3:4])([CH3:2])[CH3:3]. (2) Given the reactants [Cl:1][C:2]1[CH:3]=[N:4][C:5]([N:11]2[CH2:14][CH:13]([O:15][C:16]3[CH:21]=[CH:20][C:19]([F:22])=[CH:18][CH:17]=3)[CH2:12]2)=[C:6]([CH:10]=1)[C:7](O)=[O:8].Cl.C(N=C=NCCCN(C)C)C.Cl.[NH2:36][C@H:37]([C:39]1[CH:48]=[CH:47][C:42]([C:43]([O:45][CH3:46])=[O:44])=[CH:41][CH:40]=1)[CH3:38].C(N(CC)CC)C.C([O-])(O)=O.[Na+], predict the reaction product. The product is: [Cl:1][C:2]1[CH:3]=[N:4][C:5]([N:11]2[CH2:12][CH:13]([O:15][C:16]3[CH:21]=[CH:20][C:19]([F:22])=[CH:18][CH:17]=3)[CH2:14]2)=[C:6]([CH:10]=1)[C:7]([NH:36][C@H:37]([C:39]1[CH:48]=[CH:47][C:42]([C:43]([O:45][CH3:46])=[O:44])=[CH:41][CH:40]=1)[CH3:38])=[O:8]. (3) Given the reactants [Br:1][C:2]1[CH:7]=[C:6]2[NH:8][CH2:9][C:10]3([CH2:15][N:14]([CH3:16])[CH2:13][CH2:12][O:11]3)[C:5]2=[CH:4][CH:3]=1.Cl[C:18]1[C:23]([Cl:24])=[CH:22][N:21]=[C:20]([NH2:25])[N:19]=1.[OH-].[Na+], predict the reaction product. The product is: [Br:1][C:2]1[CH:7]=[C:6]2[N:8]([C:18]3[C:23]([Cl:24])=[CH:22][N:21]=[C:20]([NH2:25])[N:19]=3)[CH2:9][C:10]3([CH2:15][N:14]([CH3:16])[CH2:13][CH2:12][O:11]3)[C:5]2=[CH:4][CH:3]=1.